From a dataset of Forward reaction prediction with 1.9M reactions from USPTO patents (1976-2016). Predict the product of the given reaction. (1) The product is: [C:10]([C:5]1[CH:4]=[C:3]([C:1]#[N:2])[CH:8]=[CH:7][N:6]=1)([CH3:14])([CH3:11])[CH3:9]. Given the reactants [C:1]([C:3]1[CH:8]=[CH:7][N:6]=[CH:5][CH:4]=1)#[N:2].[CH3:9][C:10](C)([CH3:14])[C:11](O)=O.FC(F)(F)C(O)=O.[OH-].[Na+], predict the reaction product. (2) Given the reactants O.[OH-].[Li+].C[O:5][C:6](=[O:37])[CH2:7][C:8]1[C:17]([CH3:18])=[C:16]([C:19]2[CH:24]=[CH:23][C:22]([S:25](=[O:35])(=[O:34])[NH:26][CH2:27][C:28]3[CH:33]=[CH:32][CH:31]=[CH:30][CH:29]=3)=[CH:21][CH:20]=2)[C:15]2[C:10](=[CH:11][CH:12]=[C:13]([Cl:36])[CH:14]=2)[CH:9]=1.C1COCC1.O, predict the reaction product. The product is: [CH2:27]([NH:26][S:25]([C:22]1[CH:21]=[CH:20][C:19]([C:16]2[C:15]3[C:10](=[CH:11][CH:12]=[C:13]([Cl:36])[CH:14]=3)[CH:9]=[C:8]([CH2:7][C:6]([OH:37])=[O:5])[C:17]=2[CH3:18])=[CH:24][CH:23]=1)(=[O:35])=[O:34])[C:28]1[CH:33]=[CH:32][CH:31]=[CH:30][CH:29]=1. (3) Given the reactants [H-].[Na+].[CH2:3]([OH:8])[CH2:4][CH2:5][CH2:6][OH:7].[CH2:9](Br)[C:10]1[CH:15]=[CH:14][CH:13]=[CH:12][CH:11]=1, predict the reaction product. The product is: [CH2:9]([O:7][CH2:6][CH2:5][CH2:4][CH2:3][OH:8])[C:10]1[CH:15]=[CH:14][CH:13]=[CH:12][CH:11]=1. (4) Given the reactants [CH2:1]([O:3][C:4](=[O:12])[CH:5]=[CH:6][CH2:7][CH2:8][CH2:9][CH2:10][OH:11])[CH3:2].[H-].[Na+].Cl.O, predict the reaction product. The product is: [CH2:1]([O:3][C:4](=[O:12])[CH2:5][CH:6]1[CH2:7][CH2:8][CH2:9][CH2:10][O:11]1)[CH3:2].